Dataset: Full USPTO retrosynthesis dataset with 1.9M reactions from patents (1976-2016). Task: Predict the reactants needed to synthesize the given product. The reactants are: C(OC(=O)[NH:10][C@H:11]([C:23]([NH:25][CH2:26][CH2:27][C@H:28]([NH:31][C:32]([O:34][C:35]([CH3:38])([CH3:37])[CH3:36])=[O:33])[CH2:29][OH:30])=[O:24])[CH2:12][CH2:13][CH2:14][NH:15][C:16]([O:18][C:19]([CH3:22])([CH3:21])[CH3:20])=[O:17])C1C=CC=CC=1. Given the product [C:19]([O:18][C:16]([NH:15][CH2:14][CH2:13][CH2:12][C@@H:11]([C:23]([NH:25][CH2:26][CH2:27][C@H:28]([NH:31][C:32]([O:34][C:35]([CH3:38])([CH3:37])[CH3:36])=[O:33])[CH2:29][OH:30])=[O:24])[NH2:10])=[O:17])([CH3:22])([CH3:21])[CH3:20], predict the reactants needed to synthesize it.